Dataset: Forward reaction prediction with 1.9M reactions from USPTO patents (1976-2016). Task: Predict the product of the given reaction. (1) Given the reactants [NH2:1][C:2]1[C:7]([C:8](=[O:19])[C:9]2[C:14]([O:15][CH3:16])=[CH:13][CH:12]=[C:11]([F:17])[C:10]=2[F:18])=[CH:6][N:5]=[C:4]([NH:20][C@H:21]2[CH2:26][CH2:25][C@H:24]([NH:27][S:28]([CH2:31][CH2:32][CH2:33]Cl)(=[O:30])=[O:29])[CH2:23][CH2:22]2)[N:3]=1.C([O-])(=[O:37])C.[K+].[I-].[K+], predict the reaction product. The product is: [NH2:1][C:2]1[C:7]([C:8](=[O:19])[C:9]2[C:14]([O:15][CH3:16])=[CH:13][CH:12]=[C:11]([F:17])[C:10]=2[F:18])=[CH:6][N:5]=[C:4]([NH:20][C@H:21]2[CH2:26][CH2:25][C@H:24]([NH:27][S:28]([CH2:31][CH2:32][CH2:33][OH:37])(=[O:30])=[O:29])[CH2:23][CH2:22]2)[N:3]=1. (2) Given the reactants [C:1]([O:5][C:6](=[O:12])[NH:7][CH2:8][CH2:9][CH2:10][NH2:11])([CH3:4])([CH3:3])[CH3:2].Cl[C:14]1[N:19]=[C:18]([NH2:20])[C:17]([N+:21]([O-:23])=[O:22])=[CH:16][CH:15]=1.C(=O)(O)[O-].[K+].O, predict the reaction product. The product is: [NH2:20][C:18]1[N:19]=[C:14]([NH:11][CH2:10][CH2:9][CH2:8][NH:7][C:6](=[O:12])[O:5][C:1]([CH3:4])([CH3:2])[CH3:3])[CH:15]=[CH:16][C:17]=1[N+:21]([O-:23])=[O:22]. (3) Given the reactants [CH3:1][O:2][C:3]1[CH:4]=[C:5](B(O)O)[CH:6]=[N:7][CH:8]=1.C(=O)([O-])[O-].[Na+].[Na+].Cl[C:19]1[N:24]=[C:23]([C:25]2[CH:30]=[CH:29][CH:28]=[C:27]([CH3:31])[N:26]=2)[N:22]=[C:21]([NH:32][CH2:33][C:34]2[CH:42]=[CH:41][CH:40]=[C:39]3[C:35]=2[CH:36]=[CH:37][NH:38]3)[CH:20]=1, predict the reaction product. The product is: [NH:38]1[C:39]2[C:35](=[C:34]([CH2:33][NH:32][C:21]3[CH:20]=[C:19]([C:5]4[CH:6]=[N:7][CH:8]=[C:3]([O:2][CH3:1])[CH:4]=4)[N:24]=[C:23]([C:25]4[CH:30]=[CH:29][CH:28]=[C:27]([CH3:31])[N:26]=4)[N:22]=3)[CH:42]=[CH:41][CH:40]=2)[CH:36]=[CH:37]1. (4) Given the reactants [Cl:1][C:2]1[N:7]=[C:6](Cl)[C:5]2[CH2:9][CH2:10][CH2:11][C:4]=2[N:3]=1.[CH2:12]([NH:19][CH2:20][CH3:21])[C:13]1[CH:18]=[CH:17][CH:16]=[CH:15][CH:14]=1.C(N(C(C)C)CC)(C)C, predict the reaction product. The product is: [CH2:12]([N:19]([C:6]1[C:5]2[CH2:9][CH2:10][CH2:11][C:4]=2[N:3]=[C:2]([Cl:1])[N:7]=1)[CH2:20][CH3:21])[C:13]1[CH:18]=[CH:17][CH:16]=[CH:15][CH:14]=1. (5) The product is: [Cl:11][C:4]1[N:3]=[C:2]([NH:18][CH:19]([CH2:22][CH3:23])[CH2:20][CH3:21])[C:7]([N+:8]([O-:10])=[O:9])=[CH:6][CH:5]=1. Given the reactants Cl[C:2]1[C:7]([N+:8]([O-:10])=[O:9])=[CH:6][CH:5]=[C:4]([Cl:11])[N:3]=1.C(=O)([O-])[O-].[K+].[K+].[NH2:18][CH:19]([CH2:22][CH3:23])[CH2:20][CH3:21], predict the reaction product. (6) Given the reactants Cl.Cl.[C:3]1([C:9]2[N:10]=[C:11]([CH:14]3[CH2:19][CH2:18][NH:17][CH2:16][CH2:15]3)[S:12][CH:13]=2)[CH:8]=[CH:7][CH:6]=[CH:5][CH:4]=1, predict the reaction product. The product is: [C:3]1([C:9]2[N:10]=[C:11]([CH:14]3[CH2:19][CH2:18][NH:17][CH2:16][CH2:15]3)[S:12][CH:13]=2)[CH:4]=[CH:5][CH:6]=[CH:7][CH:8]=1. (7) Given the reactants [Br:1][C:2]1[CH:3]=[C:4]([N:13]([C@H:16]2[CH2:21][CH2:20][C@H:19]([N:22](C(OC(C)(C)C)=O)[CH3:23])[CH2:18][CH2:17]2)[CH2:14][CH3:15])[C:5]([CH3:12])=[C:6]([CH:11]=1)[C:7]([O:9][CH3:10])=[O:8].Cl, predict the reaction product. The product is: [Br:1][C:2]1[CH:3]=[C:4]([N:13]([CH2:14][CH3:15])[C@H:16]2[CH2:21][CH2:20][C@H:19]([NH:22][CH3:23])[CH2:18][CH2:17]2)[C:5]([CH3:12])=[C:6]([CH:11]=1)[C:7]([O:9][CH3:10])=[O:8]. (8) Given the reactants C(C1C=CC(C(NC2C=CC(C3C=C4C(CN([C@@H](C(C)C)C(O)=O)C4=O)=CC=3)=NC=2)=O)=CC=1)(C)(C)C.[CH3:37][O:38][C:39]1[CH:44]=[C:43]([NH:45][C:46](=[O:58])[C:47]2[CH:52]=[CH:51][C:50]([O:53][C:54]([F:57])([F:56])[F:55])=[CH:49][CH:48]=2)[CH:42]=[CH:41][C:40]=1[C:59]1[CH:67]=[C:66]2[C:62]([CH2:63][N:64]([C@@H:69]([CH:74]([CH3:76])[CH3:75])[C:70]([O:72]C)=[O:71])[C:65]2=[O:68])=[CH:61][CH:60]=1, predict the reaction product. The product is: [CH3:37][O:38][C:39]1[CH:44]=[C:43]([NH:45][C:46](=[O:58])[C:47]2[CH:52]=[CH:51][C:50]([O:53][C:54]([F:55])([F:57])[F:56])=[CH:49][CH:48]=2)[CH:42]=[CH:41][C:40]=1[C:59]1[CH:67]=[C:66]2[C:62]([CH2:63][N:64]([C@@H:69]([CH:74]([CH3:76])[CH3:75])[C:70]([OH:72])=[O:71])[C:65]2=[O:68])=[CH:61][CH:60]=1.